Dataset: Reaction yield outcomes from USPTO patents with 853,638 reactions. Task: Predict the reaction yield, written as a fraction of the theoretical maximum amount of product (1.0 means a 100% yield; for example, 0.34 means a 34% yield). The reactants are [C:1]([C:5]1[CH:12]=[CH:11][C:10]([N+:13]([O-])=O)=[CH:9][C:6]=1[C:7]#[N:8])([CH3:4])([CH3:3])[CH3:2].C([O-])=O.[NH4+]. The catalyst is CCO.[Pd]. The product is [C:1]([C:5]1[CH:12]=[CH:11][C:10]([NH2:13])=[CH:9][C:6]=1[C:7]#[N:8])([CH3:4])([CH3:2])[CH3:3]. The yield is 0.910.